From a dataset of Forward reaction prediction with 1.9M reactions from USPTO patents (1976-2016). Predict the product of the given reaction. (1) The product is: [CH:1]1[C:14]2[CH2:13][C:12]3[C:7](=[CH:8][CH:9]=[CH:10][CH:11]=3)[S:6][C:5]=2[CH:4]=[CH:3][CH:2]=1. Given the reactants [CH:1]1[C:14]2[C:13](=O)[C:12]3[C:7](=[CH:8][CH:9]=[CH:10][CH:11]=3)[S:6][C:5]=2[CH:4]=[CH:3][CH:2]=1.[OH-].[K+].O.NN.O, predict the reaction product. (2) Given the reactants [Cl:1][C:2]1[N:7]=[C:6](Cl)[C:5]([F:9])=[CH:4][N:3]=1.CCN(C(C)C)C(C)C.[NH2:19][C:20]1[CH:21]=[C:22]([CH:27]=[CH:28][CH:29]=1)[C:23]([NH:25][CH3:26])=[O:24], predict the reaction product. The product is: [Cl:1][C:2]1[N:7]=[C:6]([NH:19][C:20]2[CH:21]=[C:22]([CH:27]=[CH:28][CH:29]=2)[C:23]([NH:25][CH3:26])=[O:24])[C:5]([F:9])=[CH:4][N:3]=1. (3) Given the reactants C(O[C:4]([C:6]1[C:11]([CH3:12])=[C:10]([Br:13])[CH:9]=[C:8]([CH3:14])[N:7]=1)=[O:5])C.[NH2:15][C:16]1[S:17][CH:18]=[C:19]([CH3:21])[N:20]=1, predict the reaction product. The product is: [CH3:21][C:19]1[N:20]=[C:16]([NH:15][C:4]([C:6]2[C:11]([CH3:12])=[C:10]([Br:13])[CH:9]=[C:8]([CH3:14])[N:7]=2)=[O:5])[S:17][CH:18]=1. (4) Given the reactants [F:1][C:2]1[C:9]([F:10])=[CH:8][CH:7]=[C:6]([OH:11])[C:3]=1[CH:4]=[O:5].C(=O)([O-])[O-].[K+].[K+].[CH3:18][O:19][CH2:20][CH2:21]Br.O, predict the reaction product. The product is: [F:1][C:2]1[C:9]([F:10])=[CH:8][CH:7]=[C:6]([O:11][CH2:21][CH2:20][O:19][CH3:18])[C:3]=1[CH:4]=[O:5]. (5) Given the reactants [N:1]1([S:5]([NH2:8])(=[O:7])=[O:6])[CH2:4][CH2:3][CH2:2]1.C1(P(C2CCCCC2)C2C=CC=CC=2C2C(C(C)C)=CC(C(C)C)=CC=2C(C)C)CCCCC1.C(=O)([O-])[O-].[Cs+].[Cs+].Cl[C:50]1[N:55]=[C:54]([S:56][CH2:57][C:58]2[CH:63]=[CH:62][CH:61]=[C:60]([F:64])[C:59]=2[F:65])[N:53]=[C:52]([O:66][C@H:67]([CH3:71])[C@H:68]([OH:70])[CH3:69])[CH:51]=1, predict the reaction product. The product is: [F:65][C:59]1[C:60]([F:64])=[CH:61][CH:62]=[CH:63][C:58]=1[CH2:57][S:56][C:54]1[N:55]=[C:50]([NH:8][S:5]([N:1]2[CH2:4][CH2:3][CH2:2]2)(=[O:7])=[O:6])[CH:51]=[C:52]([O:66][C@H:67]([CH3:71])[C@H:68]([OH:70])[CH3:69])[N:53]=1. (6) Given the reactants [Si:1]([O:8][C@@H:9]1[CH2:14][C@H:13]([C:15]2[CH:20]=[CH:19][N:18]=[CH:17][C:16]=2[N+:21]([O-])=O)[O:12][C@H:11]([CH3:24])[C@@:10]1([CH2:26][O:27][Si:28]([C:31]([CH3:34])([CH3:33])[CH3:32])([CH3:30])[CH3:29])[OH:25])([C:4]([CH3:7])([CH3:6])[CH3:5])([CH3:3])[CH3:2], predict the reaction product. The product is: [NH2:21][C:16]1[CH:17]=[N:18][CH:19]=[CH:20][C:15]=1[C@@H:13]1[O:12][C@H:11]([CH3:24])[C@@:10]([CH2:26][O:27][Si:28]([C:31]([CH3:32])([CH3:33])[CH3:34])([CH3:29])[CH3:30])([OH:25])[C@H:9]([O:8][Si:1]([C:4]([CH3:5])([CH3:7])[CH3:6])([CH3:2])[CH3:3])[CH2:14]1. (7) Given the reactants [Br-].[CH2:2]([N+:9]1[CH:14]=[CH:13][C:12]([CH3:15])=[C:11]([Br:16])[CH:10]=1)[C:3]1[CH:8]=[CH:7][CH:6]=[CH:5][CH:4]=1.[CH3:17][NH2:18], predict the reaction product. The product is: [Br-:16].[CH2:2]([N+:9]1[CH:14]=[CH:13][C:12]([CH3:15])=[C:11]([NH:18][CH3:17])[CH:10]=1)[C:3]1[CH:8]=[CH:7][CH:6]=[CH:5][CH:4]=1.